This data is from Catalyst prediction with 721,799 reactions and 888 catalyst types from USPTO. The task is: Predict which catalyst facilitates the given reaction. (1) Reactant: CN(C(ON1N=NC2C=CC=NC1=2)=[N+](C)C)C.F[P-](F)(F)(F)(F)F.[C:25]([C:29]1[CH:30]=[C:31]([NH:40][C:41]([NH:43][C:44]2[CH:49]=[CH:48][C:47]([O:50][C:51]3[CH:56]=[CH:55][N:54]=[C:53]([NH:57][C:58]4[CH:63]=[CH:62][CH:61]=[CH:60][CH:59]=4)[CH:52]=3)=[C:46]([F:64])[C:45]=2[F:65])=[O:42])[C:32]([O:38][CH3:39])=[C:33]([CH:37]=1)[C:34]([OH:36])=O)([CH3:28])([CH3:27])[CH3:26].CCN(CC)CC.[O:73]1[CH2:76][CH:75]([NH2:77])[CH2:74]1. Product: [C:25]([C:29]1[CH:30]=[C:31]([NH:40][C:41]([NH:43][C:44]2[CH:49]=[CH:48][C:47]([O:50][C:51]3[CH:56]=[CH:55][N:54]=[C:53]([NH:57][C:58]4[CH:59]=[CH:60][CH:61]=[CH:62][CH:63]=4)[CH:52]=3)=[C:46]([F:64])[C:45]=2[F:65])=[O:42])[C:32]([O:38][CH3:39])=[C:33]([CH:37]=1)[C:34]([NH:77][CH:75]1[CH2:76][O:73][CH2:74]1)=[O:36])([CH3:28])([CH3:26])[CH3:27]. The catalyst class is: 18. (2) Reactant: N1CCCCC1.C1C2C(COC(=O)[NH:23][C@H:24]([C:44]([OH:46])=[O:45])[CH2:25][CH2:26][CH2:27][CH2:28][N:29]([CH2:38][C:39]3[S:40][CH:41]=[CH:42][N:43]=3)[CH2:30][C:31](=[O:37])[O:32][C:33]([CH3:36])([CH3:35])[CH3:34])C3C(=CC=CC=3)C=2C=CC=1. Product: [NH2:23][C@@H:24]([CH2:25][CH2:26][CH2:27][CH2:28][N:29]([CH2:30][C:31]([O:32][C:33]([CH3:36])([CH3:35])[CH3:34])=[O:37])[CH2:38][C:39]1[S:40][CH:41]=[CH:42][N:43]=1)[C:44]([OH:46])=[O:45]. The catalyst class is: 3.